The task is: Predict the product of the given reaction.. This data is from Forward reaction prediction with 1.9M reactions from USPTO patents (1976-2016). (1) Given the reactants [C:1]1([C:7]2([NH:10][C:11](=[O:13])[CH3:12])[CH2:9][CH2:8]2)[CH:6]=[CH:5][CH:4]=[CH:3][CH:2]=1.CO[CH2:16][Cl:17], predict the reaction product. The product is: [Cl:17][CH2:16][C:4]1[CH:5]=[CH:6][C:1]([C:7]2([NH:10][C:11](=[O:13])[CH3:12])[CH2:8][CH2:9]2)=[CH:2][CH:3]=1. (2) Given the reactants C(NC(C)C)(C)C.C([Li])CCC.[CH3:13][O:14][C:15]1[C:16]([CH3:21])=[N:17][CH:18]=[CH:19][CH:20]=1.[C:22](=O)([O:26]CC)[O:23][CH2:24][CH3:25], predict the reaction product. The product is: [CH3:13][O:14][C:15]1[C:16]([CH2:21][C:22]([O:23][CH2:24][CH3:25])=[O:26])=[N:17][CH:18]=[CH:19][CH:20]=1.